This data is from NCI-60 drug combinations with 297,098 pairs across 59 cell lines. The task is: Regression. Given two drug SMILES strings and cell line genomic features, predict the synergy score measuring deviation from expected non-interaction effect. (1) Drug 1: CC1=C(C=C(C=C1)NC2=NC=CC(=N2)N(C)C3=CC4=NN(C(=C4C=C3)C)C)S(=O)(=O)N.Cl. Drug 2: C1CN(CCN1C(=O)CCBr)C(=O)CCBr. Cell line: UACC-257. Synergy scores: CSS=-0.0175, Synergy_ZIP=-0.681, Synergy_Bliss=-0.567, Synergy_Loewe=-1.49, Synergy_HSA=-2.03. (2) Drug 1: C1CCC(C1)C(CC#N)N2C=C(C=N2)C3=C4C=CNC4=NC=N3. Synergy scores: CSS=39.2, Synergy_ZIP=-2.22, Synergy_Bliss=-3.92, Synergy_Loewe=-12.7, Synergy_HSA=-5.12. Cell line: SR. Drug 2: CCCS(=O)(=O)NC1=C(C(=C(C=C1)F)C(=O)C2=CNC3=C2C=C(C=N3)C4=CC=C(C=C4)Cl)F. (3) Drug 1: CCC1(CC2CC(C3=C(CCN(C2)C1)C4=CC=CC=C4N3)(C5=C(C=C6C(=C5)C78CCN9C7C(C=CC9)(C(C(C8N6C=O)(C(=O)OC)O)OC(=O)C)CC)OC)C(=O)OC)O.OS(=O)(=O)O. Drug 2: CCCCCOC(=O)NC1=NC(=O)N(C=C1F)C2C(C(C(O2)C)O)O. Cell line: IGROV1. Synergy scores: CSS=2.21, Synergy_ZIP=-1.30, Synergy_Bliss=-1.35, Synergy_Loewe=-1.34, Synergy_HSA=-0.943. (4) Drug 1: CCC1(CC2CC(C3=C(CCN(C2)C1)C4=CC=CC=C4N3)(C5=C(C=C6C(=C5)C78CCN9C7C(C=CC9)(C(C(C8N6C)(C(=O)OC)O)OC(=O)C)CC)OC)C(=O)OC)O.OS(=O)(=O)O. Drug 2: CN(CCCl)CCCl.Cl. Cell line: HCT116. Synergy scores: CSS=36.4, Synergy_ZIP=-1.03, Synergy_Bliss=-14.0, Synergy_Loewe=-20.2, Synergy_HSA=-20.8. (5) Drug 1: CC1=CC2C(CCC3(C2CCC3(C(=O)C)OC(=O)C)C)C4(C1=CC(=O)CC4)C. Drug 2: C1=NC2=C(N1)C(=S)N=C(N2)N. Cell line: NCI-H522. Synergy scores: CSS=17.2, Synergy_ZIP=-6.02, Synergy_Bliss=2.61, Synergy_Loewe=-19.2, Synergy_HSA=2.18. (6) Drug 1: CC1=C2C(C(=O)C3(C(CC4C(C3C(C(C2(C)C)(CC1OC(=O)C(C(C5=CC=CC=C5)NC(=O)OC(C)(C)C)O)O)OC(=O)C6=CC=CC=C6)(CO4)OC(=O)C)O)C)O. Drug 2: CC(C)NC(=O)C1=CC=C(C=C1)CNNC.Cl. Cell line: UO-31. Synergy scores: CSS=0.487, Synergy_ZIP=-0.101, Synergy_Bliss=0.113, Synergy_Loewe=-0.548, Synergy_HSA=-0.580. (7) Drug 1: CC1OCC2C(O1)C(C(C(O2)OC3C4COC(=O)C4C(C5=CC6=C(C=C35)OCO6)C7=CC(=C(C(=C7)OC)O)OC)O)O. Drug 2: CC1C(C(CC(O1)OC2CC(OC(C2O)C)OC3=CC4=CC5=C(C(=O)C(C(C5)C(C(=O)C(C(C)O)O)OC)OC6CC(C(C(O6)C)O)OC7CC(C(C(O7)C)O)OC8CC(C(C(O8)C)O)(C)O)C(=C4C(=C3C)O)O)O)O. Cell line: SF-295. Synergy scores: CSS=35.4, Synergy_ZIP=-6.57, Synergy_Bliss=-9.29, Synergy_Loewe=-8.76, Synergy_HSA=-8.88. (8) Drug 1: CC1C(C(CC(O1)OC2CC(OC(C2O)C)OC3=CC4=CC5=C(C(=O)C(C(C5)C(C(=O)C(C(C)O)O)OC)OC6CC(C(C(O6)C)O)OC7CC(C(C(O7)C)O)OC8CC(C(C(O8)C)O)(C)O)C(=C4C(=C3C)O)O)O)O. Drug 2: C1=CC=C(C(=C1)C(C2=CC=C(C=C2)Cl)C(Cl)Cl)Cl. Cell line: KM12. Synergy scores: CSS=44.0, Synergy_ZIP=0.705, Synergy_Bliss=-1.94, Synergy_Loewe=-24.0, Synergy_HSA=-3.80. (9) Drug 1: CC1C(C(CC(O1)OC2CC(CC3=C2C(=C4C(=C3O)C(=O)C5=CC=CC=C5C4=O)O)(C(=O)C)O)N)O. Drug 2: CC1C(C(CC(O1)OC2CC(CC3=C2C(=C4C(=C3O)C(=O)C5=C(C4=O)C(=CC=C5)OC)O)(C(=O)CO)O)N)O.Cl. Cell line: NCI-H226. Synergy scores: CSS=69.5, Synergy_ZIP=0.598, Synergy_Bliss=-2.35, Synergy_Loewe=-5.33, Synergy_HSA=2.45. (10) Drug 1: COC1=CC(=CC(=C1O)OC)C2C3C(COC3=O)C(C4=CC5=C(C=C24)OCO5)OC6C(C(C7C(O6)COC(O7)C8=CC=CS8)O)O. Drug 2: CC1CCC2CC(C(=CC=CC=CC(CC(C(=O)C(C(C(=CC(C(=O)CC(OC(=O)C3CCCCN3C(=O)C(=O)C1(O2)O)C(C)CC4CCC(C(C4)OC)O)C)C)O)OC)C)C)C)OC. Cell line: NCIH23. Synergy scores: CSS=63.8, Synergy_ZIP=2.18, Synergy_Bliss=2.85, Synergy_Loewe=6.86, Synergy_HSA=8.37.